This data is from NCI-60 drug combinations with 297,098 pairs across 59 cell lines. The task is: Regression. Given two drug SMILES strings and cell line genomic features, predict the synergy score measuring deviation from expected non-interaction effect. Drug 1: C1=NNC2=C1C(=O)NC=N2. Drug 2: C1CN(P(=O)(OC1)NCCCl)CCCl. Cell line: MCF7. Synergy scores: CSS=8.59, Synergy_ZIP=0.391, Synergy_Bliss=2.91, Synergy_Loewe=0.722, Synergy_HSA=0.642.